This data is from Ames mutagenicity test results for genotoxicity prediction. The task is: Regression/Classification. Given a drug SMILES string, predict its toxicity properties. Task type varies by dataset: regression for continuous values (e.g., LD50, hERG inhibition percentage) or binary classification for toxic/non-toxic outcomes (e.g., AMES mutagenicity, cardiotoxicity, hepatotoxicity). Dataset: ames. The result is 0 (non-mutagenic). The molecule is Cc1cc(C(=O)O)c2ncccc2c1.